From a dataset of Catalyst prediction with 721,799 reactions and 888 catalyst types from USPTO. Predict which catalyst facilitates the given reaction. (1) Reactant: [OH:1][CH2:2][CH2:3][N:4]1[CH2:8][CH2:7][NH:6][C:5]1=[O:9].[C:10]1([CH3:20])[CH:15]=[CH:14][C:13]([S:16](Cl)(=[O:18])=[O:17])=[CH:12][CH:11]=1.C(OCC)(=O)C. Product: [CH3:20][C:10]1[CH:15]=[CH:14][C:13]([S:16]([O:1][CH2:2][CH2:3][N:4]2[CH2:8][CH2:7][NH:6][C:5]2=[O:9])(=[O:18])=[O:17])=[CH:12][CH:11]=1. The catalyst class is: 17. (2) Reactant: [O:1]=[C:2]1[NH:8][C:7]2[CH:9]=[CH:10][CH:11]=[CH:12][C:6]=2[O:5][C@H:4]([C:13]2[CH:18]=[CH:17][CH:16]=[CH:15][CH:14]=2)[C@@H:3]1[NH:19][C:20](=[O:26])[O:21][C:22]([CH3:25])([CH3:24])[CH3:23].Br[CH2:28][CH:29]1[CH2:31][CH2:30]1.C(=O)([O-])[O-].[Cs+].[Cs+]. Product: [CH:29]1([CH2:28][N:8]2[C:7]3[CH:9]=[CH:10][CH:11]=[CH:12][C:6]=3[O:5][C@H:4]([C:13]3[CH:18]=[CH:17][CH:16]=[CH:15][CH:14]=3)[C@H:3]([NH:19][C:20](=[O:26])[O:21][C:22]([CH3:23])([CH3:25])[CH3:24])[C:2]2=[O:1])[CH2:31][CH2:30]1. The catalyst class is: 3. (3) Reactant: [F:1][C:2]1[CH:7]=[CH:6][C:5]([C@@H:8]2[CH2:12][N:11]([CH2:13][C:14](F)(F)F)[CH2:10][C@H:9]2[NH:18][C:19]([NH:21][C:22]2[N:26]([C:27]3[CH:32]=[CH:31][CH:30]=[CH:29][CH:28]=3)[N:25]=[C:24]3[CH2:33][CH2:34][CH2:35][C:23]=23)=[O:20])=[CH:4][CH:3]=1.IC[CH2:38][N:39](C)C(C1C=CC=CC=1)(C1C=CC=CC=1)C1C=CC=CC=1.CCN(C(C)C)C(C)C.Cl.[OH-].[Na+]. Product: [F:1][C:2]1[CH:3]=[CH:4][C:5]([C@@H:8]2[CH2:12][N:11]([CH2:13][CH2:14][NH:39][CH3:38])[CH2:10][C@H:9]2[NH:18][C:19]([NH:21][C:22]2[N:26]([C:27]3[CH:28]=[CH:29][CH:30]=[CH:31][CH:32]=3)[N:25]=[C:24]3[CH2:33][CH2:34][CH2:35][C:23]=23)=[O:20])=[CH:6][CH:7]=1. The catalyst class is: 3. (4) Reactant: [CH2:1]([C:4]1[C:9]([O:10][CH3:11])=[CH:8][CH:7]=[CH:6][C:5]=1CC(N)=O)[CH:2]=[CH2:3].[CH3:16]I.[H-].[Na+].O.[CH3:21][N:22](C)[CH:23]=[O:24]. Product: [CH3:21][N:22]([C:5]1[CH:6]=[CH:7][CH:8]=[C:9]([O:10][CH3:11])[C:4]=1[CH2:1][CH:2]=[CH2:3])[C:23](=[O:24])[CH3:16]. The catalyst class is: 13.